From a dataset of Peptide-MHC class II binding affinity with 134,281 pairs from IEDB. Regression. Given a peptide amino acid sequence and an MHC pseudo amino acid sequence, predict their binding affinity value. This is MHC class II binding data. (1) The peptide sequence is ADNSLDYAANFSHML. The MHC is DRB1_1501 with pseudo-sequence DRB1_1501. The binding affinity (normalized) is 0.409. (2) The peptide sequence is EAKYWCPDSMEYNCP. The MHC is HLA-DQA10501-DQB10402 with pseudo-sequence HLA-DQA10501-DQB10402. The binding affinity (normalized) is 0.243. (3) The MHC is DRB4_0101 with pseudo-sequence DRB4_0103. The binding affinity (normalized) is 0.603. The peptide sequence is AELMILIATNLLGQN. (4) The peptide sequence is KVGEVCSFYADPKRY. The MHC is DRB1_1302 with pseudo-sequence DRB1_1302. The binding affinity (normalized) is 0.0335. (5) The peptide sequence is SPILRFLYANVGEEA. The MHC is H-2-IAb with pseudo-sequence H-2-IAb. The binding affinity (normalized) is 0.425. (6) The peptide sequence is GFAPAAAQAVETAAQ. The MHC is DRB1_0101 with pseudo-sequence DRB1_0101. The binding affinity (normalized) is 0.300. (7) The peptide sequence is WLWYIKIFIMIVGGLIG. The MHC is DRB1_0901 with pseudo-sequence DRB1_0901. The binding affinity (normalized) is 0.500. (8) The binding affinity (normalized) is 0.739. The MHC is DRB3_0202 with pseudo-sequence DRB3_0202. The peptide sequence is PAKNIYSFNEIVALW. (9) The peptide sequence is MKSSWGAIWRIDPKK. The MHC is DRB1_0301 with pseudo-sequence DRB1_0301. The binding affinity (normalized) is 0.428. (10) The peptide sequence is GEPIRFLLSYGEKDF. The MHC is HLA-DPA10201-DPB10501 with pseudo-sequence HLA-DPA10201-DPB10501. The binding affinity (normalized) is 0.450.